This data is from Forward reaction prediction with 1.9M reactions from USPTO patents (1976-2016). The task is: Predict the product of the given reaction. (1) Given the reactants [CH:1]1([CH2:7][C@H:8]([NH:38]C(=O)OC(C)(C)C)[C:9]([N:11]2[CH2:16][CH2:15][CH:14]([N:17]3[N:26]=[C:25]([C:27]4[CH:32]=[CH:31][C:30]([O:33][CH3:34])=[C:29]([O:35][CH3:36])[CH:28]=4)[C@@H:24]4[C@@H:19]([CH2:20][CH2:21][CH2:22][CH2:23]4)[C:18]3=[O:37])[CH2:13][CH2:12]2)=[O:10])[CH2:6][CH2:5][CH2:4][CH2:3][CH2:2]1.[ClH:46], predict the reaction product. The product is: [ClH:46].[NH2:38][C@@H:8]([CH2:7][CH:1]1[CH2:6][CH2:5][CH2:4][CH2:3][CH2:2]1)[C:9]([N:11]1[CH2:16][CH2:15][CH:14]([N:17]2[N:26]=[C:25]([C:27]3[CH:32]=[CH:31][C:30]([O:33][CH3:34])=[C:29]([O:35][CH3:36])[CH:28]=3)[C@@H:24]3[C@@H:19]([CH2:20][CH2:21][CH2:22][CH2:23]3)[C:18]2=[O:37])[CH2:13][CH2:12]1)=[O:10]. (2) The product is: [Br:23][C:24]1[CH:29]=[CH:28][C:27]([CH:30]([N:13]2[CH2:12][CH2:11][C:9]3([O:8][CH2:7][C:6](=[O:16])[N:5]([CH:2]4[CH2:4][CH2:3]4)[CH2:10]3)[CH2:15][CH2:14]2)[CH3:31])=[CH:26][CH:25]=1. Given the reactants Cl.[CH:2]1([N:5]2[CH2:10][C:9]3([CH2:15][CH2:14][NH:13][CH2:12][CH2:11]3)[O:8][CH2:7][C:6]2=[O:16])[CH2:4][CH2:3]1.C(=O)([O-])[O-].[K+].[K+].[Br:23][C:24]1[CH:29]=[CH:28][C:27]([CH:30](Br)[CH3:31])=[CH:26][CH:25]=1, predict the reaction product. (3) Given the reactants [CH3:1][N:2]1[CH2:11][CH:10]2[CH:5]3[C:6]([C:13]([O:15][CH3:16])=[O:14])=[CH:7][CH:8]([CH2:12][CH:4]3[C:3]1=[O:17])[CH2:9]2, predict the reaction product. The product is: [CH3:1][N:2]1[CH2:11][CH:10]2[CH:5]3[CH:6]([C:13]([O:15][CH3:16])=[O:14])[CH2:7][CH:8]([CH2:12][CH:4]3[C:3]1=[O:17])[CH2:9]2. (4) Given the reactants [C:1]([O:5][C:6]([N:8]1[CH2:26][CH2:25][C:11]2[N:12]([CH2:19][C:20]([O:22]CC)=[O:21])[C:13]3[CH:14]=[CH:15][CH:16]=[CH:17][C:18]=3[C:10]=2[CH2:9]1)=[O:7])([CH3:4])([CH3:3])[CH3:2].[OH-].[Na+], predict the reaction product. The product is: [C:1]([O:5][C:6]([N:8]1[CH2:26][CH2:25][C:11]2[N:12]([CH2:19][C:20]([OH:22])=[O:21])[C:13]3[CH:14]=[CH:15][CH:16]=[CH:17][C:18]=3[C:10]=2[CH2:9]1)=[O:7])([CH3:4])([CH3:2])[CH3:3]. (5) Given the reactants [NH:1]1[C:9]2[C:4](=[CH:5][C:6]([O:10][CH2:11][CH:12]3[CH2:17][CH2:16][N:15](C(OC(C)(C)C)=O)[CH2:14][CH2:13]3)=[CH:7][CH:8]=2)[CH:3]=[N:2]1.[ClH:25].O1CCOCC1, predict the reaction product. The product is: [ClH:25].[ClH:25].[NH:15]1[CH2:16][CH2:17][CH:12]([CH2:11][O:10][C:6]2[CH:5]=[C:4]3[C:9](=[CH:8][CH:7]=2)[NH:1][N:2]=[CH:3]3)[CH2:13][CH2:14]1. (6) Given the reactants [CH3:1][O:2][C:3]1[C:8]([N+:9]([O-:11])=[O:10])=[CH:7][CH:6]=[CH:5][C:4]=1B1OC(C)(C)C(C)(C)O1.Br[C:22]1[CH:23]=[C:24]([C:27]([OH:29])=[O:28])[S:25][CH:26]=1.C(=O)([O-])[O-].[Na+].[Na+].Cl, predict the reaction product. The product is: [N+:9]([C:8]1[C:3]([O:2][CH3:1])=[C:4]([C:22]2[CH:23]=[C:24]([C:27]([OH:29])=[O:28])[S:25][CH:26]=2)[CH:5]=[CH:6][CH:7]=1)([O-:11])=[O:10]. (7) Given the reactants [NH2:1][C:2]1[CH:7]=[CH:6][C:5]([C:8]([CH3:16])([CH3:15])[CH2:9][CH2:10][NH:11][C:12](=[O:14])[CH3:13])=[C:4](Br)[CH:3]=1.C(B(CC)[C:21]1[CH:22]=[N:23][CH:24]=[CH:25][CH:26]=1)C.C([O-])([O-])=O.[K+].[K+].[CH3:35][O:36][C:37]1[CH:38]=[C:39]([CH:43]=[CH:44][C:45]=1[O:46][CH3:47])[C:40](Cl)=[O:41], predict the reaction product. The product is: [C:12]([NH:11][CH2:10][CH2:9][C:8]([C:5]1[CH:6]=[CH:7][C:2]([NH:1][C:40](=[O:41])[C:39]2[CH:43]=[CH:44][C:45]([O:46][CH3:47])=[C:37]([O:36][CH3:35])[CH:38]=2)=[CH:3][C:4]=1[C:25]1[CH:24]=[N:23][CH:22]=[CH:21][CH:26]=1)([CH3:16])[CH3:15])(=[O:14])[CH3:13]. (8) Given the reactants [S:1]1[CH:5]=[CH:4][CH:3]=[C:2]1[C:6]([NH2:8])=[O:7].[CH3:9][C:10]([CH:13]=O)([CH3:12])[CH3:11].[NH:15]1[C:19]2[CH:20]=[CH:21][CH:22]=[CH:23][C:18]=2[N:17]=[N:16]1.C1(C)C=CC(S(O)(=O)=O)=CC=1, predict the reaction product. The product is: [N:15]1([CH:13]([NH:8][C:6]([C:2]2[S:1][CH:5]=[CH:4][CH:3]=2)=[O:7])[C:10]([CH3:11])([CH3:12])[CH3:9])[C:19]2[CH:20]=[CH:21][CH:22]=[CH:23][C:18]=2[N:17]=[N:16]1. (9) Given the reactants [C:1]([O:5][C:6]([NH:8][CH:9]([C:15]1[CH:20]=[CH:19][C:18](OS(C2C(C)=CC=CC=2)(=O)=O)=[CH:17][CH:16]=1)[CH2:10][C:11]([O:13][CH3:14])=[O:12])=[O:7])([CH3:4])([CH3:3])[CH3:2].C(=O)([O-])[O-].[Cs+].[Cs+].C1(P(C2CCCCC2)C2CCCCC2)CCCCC1.[CH3:57][O:58][C:59]1[CH:64]=[CH:63][CH:62]=[C:61]([O:65][CH3:66])[C:60]=1B(O)O, predict the reaction product. The product is: [C:1]([O:5][C:6]([NH:8][CH:9]([C:15]1[CH:16]=[CH:17][C:18]([C:60]2[C:59]([O:58][CH3:57])=[CH:64][CH:63]=[CH:62][C:61]=2[O:65][CH3:66])=[CH:19][CH:20]=1)[CH2:10][C:11]([O:13][CH3:14])=[O:12])=[O:7])([CH3:2])([CH3:3])[CH3:4]. (10) Given the reactants [CH3:1][O:2][C:3]1[CH:8]=[C:7]([N:9]2[CH2:14][CH2:13][O:12][CH2:11][CH2:10]2)[C:6]([N+:15]([O-])=O)=[CH:5][C:4]=1[NH:18][C:19]1[N:24]=[C:23]([N:25]2[CH:29]=[C:28]([CH:30]=O)[C:27]([CH3:32])=[N:26]2)[CH:22]=[CH:21][N:20]=1.Cl.[CH3:34][O:35][C@@H:36]1[CH2:40][NH:39][CH2:38][C@@H:37]1[OH:41], predict the reaction product. The product is: [OH:41][C@@H:37]1[C@H:36]([O:35][CH3:34])[CH2:40][N:39]([CH2:30][C:28]2[C:27]([CH3:32])=[N:26][N:25]([C:23]3[CH:22]=[CH:21][N:20]=[C:19]([NH:18][C:4]4[C:3]([O:2][CH3:1])=[CH:8][C:7]([N:9]5[CH2:10][CH2:11][O:12][CH2:13][CH2:14]5)=[C:6]([NH:15][C:3](=[O:2])[CH:4]=[CH2:5])[CH:5]=4)[N:24]=3)[CH:29]=2)[CH2:38]1.